From a dataset of Reaction yield outcomes from USPTO patents with 853,638 reactions. Predict the reaction yield, written as a fraction of the theoretical maximum amount of product (1.0 means a 100% yield; for example, 0.34 means a 34% yield). The reactants are [CH2:1]([O:3][C:4]([N:6]1[C:14]2[C:9](=[CH:10][CH:11]=[C:12]([Cl:15])[CH:13]=2)/[C:8](=[CH:16]/[C:17]2[CH:22]=[CH:21][CH:20]=[C:19]([Cl:23])[CH:18]=2)/[C:7]1=[O:24])=[O:5])[CH3:2].[Cl:25][C:26]1[CH:31]=[CH:30][CH:29]=[CH:28][C:27]=1[CH:32]=[N:33][C:34]([O:36][Si](C)(C)C)=[CH2:35]. The yield is 0.670. The catalyst is C1(C)C=CC=CC=1. The product is [CH2:1]([O:3][C:4]([N:6]1[C:14]2[C:9](=[CH:10][CH:11]=[C:12]([Cl:15])[CH:13]=2)[C:8]2([CH:16]([C:17]3[CH:22]=[CH:21][CH:20]=[C:19]([Cl:23])[CH:18]=3)[CH2:35][C:34](=[O:36])[NH:33][CH:32]2[C:27]2[CH:28]=[CH:29][CH:30]=[CH:31][C:26]=2[Cl:25])[C:7]1=[O:24])=[O:5])[CH3:2].